This data is from Reaction yield outcomes from USPTO patents with 853,638 reactions. The task is: Predict the reaction yield, written as a fraction of the theoretical maximum amount of product (1.0 means a 100% yield; for example, 0.34 means a 34% yield). (1) The reactants are [N+](C1C=CC=CC=1S([N:13]1[CH2:19][CH2:18][CH2:17][N:16]2[N:20]=[C:21]([C:23]([NH:25][O:26][CH:27]3[CH2:32][CH2:31][CH2:30][CH2:29][O:28]3)=[O:24])[CH:22]=[C:15]2[CH2:14]1)(=O)=O)([O-])=O.C(=O)([O-])[O-].[Cs+].[Cs+].C1(S)C=CC=CC=1. The catalyst is C(#N)C. The product is [O:28]1[CH2:29][CH2:30][CH2:31][CH2:32][CH:27]1[O:26][NH:25][C:23]([C:21]1[CH:22]=[C:15]2[CH2:14][NH:13][CH2:19][CH2:18][CH2:17][N:16]2[N:20]=1)=[O:24]. The yield is 0.910. (2) The reactants are [CH3:1][Si]([N-][Si](C)(C)C)(C)C.[Li+].C[C:12](P(OC)(O)=O)([C:14]([O-:16])=[O:15])[CH3:13].[F:22][C:23]([F:35])([F:34])[C:24]1[CH:29]=[CH:28][C:27](C(=O)CC)=[CH:26][CH:25]=1.[CH2:36]1COC[CH2:37]1. The catalyst is [NH4+].[Cl-]. The product is [CH3:1][O:16][C:14](=[O:15])[CH:12]=[C:13]([C:27]1[CH:26]=[CH:25][C:24]([C:23]([F:22])([F:34])[F:35])=[CH:29][CH:28]=1)[CH2:36][CH3:37]. The yield is 0.850.